From a dataset of Full USPTO retrosynthesis dataset with 1.9M reactions from patents (1976-2016). Predict the reactants needed to synthesize the given product. (1) Given the product [CH3:13][C:7]1([CH3:14])[C:6]2[CH:15]=[C:2]([C:17]3[CH:18]=[CH:19][C:20]([F:25])=[C:21]([CH:24]=3)[C:22]#[N:23])[CH:3]=[CH:4][C:5]=2[NH:11][C:10](=[O:12])[CH2:9][O:8]1, predict the reactants needed to synthesize it. The reactants are: Br[C:2]1[CH:3]=[CH:4][C:5]2[NH:11][C:10](=[O:12])[CH2:9][O:8][C:7]([CH3:14])([CH3:13])[C:6]=2[CH:15]=1.Br[C:17]1[CH:18]=[CH:19][C:20]([F:25])=[C:21]([CH:24]=1)[C:22]#[N:23]. (2) Given the product [F:42][C:41]([F:44])([F:43])[C:39]([OH:45])=[O:40].[C:1]1([C:7]2[CH:12]=[C:11]([CH2:13][CH2:14][N:15]3[CH2:16][CH2:17][O:18][CH2:19][CH2:20]3)[CH:10]=[CH:9][C:8]=2[NH:21][C:22]([C:24]2[NH:25][C:26]([S:29][CH3:30])=[N:27][CH:28]=2)=[O:23])[CH2:6][CH2:5][CH2:4][CH2:3][CH:2]=1, predict the reactants needed to synthesize it. The reactants are: [C:1]1([C:7]2[CH:12]=[C:11]([CH2:13][CH2:14][N:15]3[CH2:20][CH2:19][O:18][CH2:17][CH2:16]3)[CH:10]=[CH:9][C:8]=2[NH:21][C:22]([C:24]2[N:25](COCC[Si](C)(C)C)[C:26]([S:29][CH3:30])=[N:27][CH:28]=2)=[O:23])[CH2:6][CH2:5][CH2:4][CH2:3][CH:2]=1.[C:39]([OH:45])([C:41]([F:44])([F:43])[F:42])=[O:40].